Dataset: Forward reaction prediction with 1.9M reactions from USPTO patents (1976-2016). Task: Predict the product of the given reaction. Given the reactants [Cl:1][C:2]1[CH:10]=[C:9]([O:11][C:12]2[C:17]([C:18]([N:20]3[C:29]4[C:24](=[CH:25][CH:26]=[CH:27][CH:28]=4)[N:23]([CH:30]4[CH2:32][CH2:31]4)[CH2:22][CH2:21]3)=[O:19])=[CH:16][N:15]=[C:14]([CH3:33])[CH:13]=2)[C:8]([Cl:34])=[CH:7][C:3]=1[C:4]([OH:6])=O.[NH2:35][C:36]1[NH:40][N:39]=[N:38][N:37]=1, predict the reaction product. The product is: [Cl:1][C:2]1[CH:10]=[C:9]([O:11][C:12]2[C:17]([C:18]([N:20]3[C:29]4[C:24](=[CH:25][CH:26]=[CH:27][CH:28]=4)[N:23]([CH:30]4[CH2:31][CH2:32]4)[CH2:22][CH2:21]3)=[O:19])=[CH:16][N:15]=[C:14]([CH3:33])[CH:13]=2)[C:8]([Cl:34])=[CH:7][C:3]=1[C:4]([NH:35][C:36]1[NH:40][N:39]=[N:38][N:37]=1)=[O:6].